Dataset: Reaction yield outcomes from USPTO patents with 853,638 reactions. Task: Predict the reaction yield, written as a fraction of the theoretical maximum amount of product (1.0 means a 100% yield; for example, 0.34 means a 34% yield). (1) The yield is 0.810. The reactants are [CH3:1][O:2][C:3](=[O:53])[C@H:4]([CH2:17][C:18]1[CH:23]=[CH:22][C:21]([NH:24][C:25](=[O:52])[C@H:26]([NH:34]C(OCC2C3C(=CC=CC=3)C3C2=CC=CC=3)=O)[CH2:27][C:28]2[CH:29]=[N:30][CH:31]=[CH:32][CH:33]=2)=[CH:20][CH:19]=1)[NH:5][C:6]([C:8]1[C:13]([CH3:14])=[CH:12][CH:11]=[CH:10][C:9]=1[CH2:15][CH3:16])=[S:7].N1CCCCC1. The catalyst is CN1C(=O)CCC1.CCCCCC. The product is [CH3:1][O:2][C:3](=[O:53])[C@H:4]([CH2:17][C:18]1[CH:23]=[CH:22][C:21]([NH:24][C:25](=[O:52])[C@H:26]([NH2:34])[CH2:27][C:28]2[CH:29]=[N:30][CH:31]=[CH:32][CH:33]=2)=[CH:20][CH:19]=1)[NH:5][C:6]([C:8]1[C:13]([CH3:14])=[CH:12][CH:11]=[CH:10][C:9]=1[CH2:15][CH3:16])=[S:7]. (2) The reactants are [Br:1][C:2]1[CH:3]=[C:4]([CH:8]=[CH:9][C:10]=1[CH3:11])[C:5]([OH:7])=[O:6].CC(N=NC(C#N)(C)C)(C#N)C.C1C(=O)N([Br:31])C(=O)C1. The catalyst is FC(F)(F)C1C=CC=CC=1. The product is [Br:1][C:2]1[CH:3]=[C:4]([CH:8]=[CH:9][C:10]=1[CH2:11][Br:31])[C:5]([OH:7])=[O:6]. The yield is 0.600. (3) The reactants are [CH3:1][N:2]([CH3:34])[C:3]([C:5]1[C:22]([CH2:23][CH2:24][C:25](=[O:32])[C:26]2[CH:31]=[CH:30][CH:29]=[CH:28][CH:27]=2)=[C:21]([OH:33])[C:8]2[N:9]=[C:10]([CH3:20])[N:11]([CH2:12][O:13][CH2:14][CH2:15][Si:16]([CH3:19])([CH3:18])[CH3:17])[C:7]=2[CH:6]=1)=[O:4].O.C(O)(C)(C)C.CC([O-])(C)C.[K+]. The catalyst is C(O)(C)C. The product is [CH3:34][N:2]([CH3:1])[C:3]([C:5]1[C:22]([CH2:23][CH2:24][C@@H:25]([OH:32])[C:26]2[CH:31]=[CH:30][CH:29]=[CH:28][CH:27]=2)=[C:21]([OH:33])[C:8]2[N:9]=[C:10]([CH3:20])[N:11]([CH2:12][O:13][CH2:14][CH2:15][Si:16]([CH3:19])([CH3:18])[CH3:17])[C:7]=2[CH:6]=1)=[O:4]. The yield is 0.770. (4) The reactants are [CH3:1][O:2][C:3](=[O:15])[C:4]1[CH:9]=[C:8]([O:10][CH:11]([CH3:13])[CH3:12])[CH:7]=[C:6]([OH:14])[CH:5]=1.C1C=CC(P(C2C=CC=CC=2)C2C=CC=CC=2)=CC=1.[S:35]1[CH:39]=[CH:38][C:37]([CH2:40][CH2:41]O)=[CH:36]1.CC(OC(/N=N/C(OC(C)C)=O)=O)C. The catalyst is C1COCC1. The product is [CH3:1][O:2][C:3](=[O:15])[C:4]1[CH:5]=[C:6]([O:14][CH2:41][CH2:40][C:37]2[CH:38]=[CH:39][S:35][CH:36]=2)[CH:7]=[C:8]([O:10][CH:11]([CH3:13])[CH3:12])[CH:9]=1. The yield is 0.910. (5) The reactants are Cl[C:2]1[C:7]([C:8]2[CH:13]=[CH:12][CH:11]=[C:10]([F:14])[CH:9]=2)=[CH:6][N:5]=[C:4]2[N:15]([S:18]([C:21]3[CH:26]=[CH:25][CH:24]=[CH:23][CH:22]=3)(=[O:20])=[O:19])[CH:16]=[CH:17][C:3]=12.[NH:27]1[CH2:32][CH2:31][NH:30][CH2:29][CH2:28]1.[CH3:33][C:34]([O:37][C:38](O[C:38]([O:37][C:34]([CH3:36])([CH3:35])[CH3:33])=[O:39])=[O:39])([CH3:36])[CH3:35].O. The catalyst is CN1C(=O)CCC1.C(Cl)Cl. The product is [F:14][C:10]1[CH:9]=[C:8]([C:7]2[C:2]([N:27]3[CH2:32][CH2:31][N:30]([C:38]([O:37][C:34]([CH3:36])([CH3:35])[CH3:33])=[O:39])[CH2:29][CH2:28]3)=[C:3]3[CH:17]=[CH:16][N:15]([S:18]([C:21]4[CH:26]=[CH:25][CH:24]=[CH:23][CH:22]=4)(=[O:20])=[O:19])[C:4]3=[N:5][CH:6]=2)[CH:13]=[CH:12][CH:11]=1. The yield is 0.577. (6) The reactants are [C:1]([O:4][C:5]1[S:13][C:12]2[CH2:11][CH2:10][N:9]([CH:14]([C:22]([CH:24]3[CH2:26][CH2:25]3)=[O:23])[C:15]3[CH:20]=[CH:19][CH:18]=[CH:17][C:16]=3[F:21])[CH2:8][C:7]=2[CH:6]=1)(=[O:3])[CH3:2].[S:27](=[O:31])(=[O:30])([OH:29])[OH:28]. The catalyst is CC(C)=O. The product is [S:27](=[O:29])(=[O:28])([OH:31])[OH:30].[C:1]([O:4][C:5]1[S:13][C:12]2[CH2:11][CH2:10][N:9]([CH:14]([C:22]([CH:24]3[CH2:26][CH2:25]3)=[O:23])[C:15]3[CH:20]=[CH:19][CH:18]=[CH:17][C:16]=3[F:21])[CH2:8][C:7]=2[CH:6]=1)(=[O:3])[CH3:2]. The yield is 0.733. (7) The product is [F:19][C:2](=[C:3]1[CH2:8][CH2:7][N:6]([C:9]2[C:14]([N+:15]([O-:17])=[O:16])=[CH:13][CH:12]=[C:11]([CH3:18])[N:10]=2)[CH2:5][CH2:4]1)/[CH:21]=[CH:20]/[C:22]1[CH:27]=[CH:26][CH:25]=[CH:24][CH:23]=1. The catalyst is C(N(CC)CC)C. The reactants are Br[C:2]([F:19])=[C:3]1[CH2:8][CH2:7][N:6]([C:9]2[C:14]([N+:15]([O-:17])=[O:16])=[CH:13][CH:12]=[C:11]([CH3:18])[N:10]=2)[CH2:5][CH2:4]1.[CH:20]([C:22]1[CH:27]=[CH:26][CH:25]=[CH:24][CH:23]=1)=[CH2:21].C(Cl)Cl. The yield is 0.261.